From a dataset of NCI-60 drug combinations with 297,098 pairs across 59 cell lines. Regression. Given two drug SMILES strings and cell line genomic features, predict the synergy score measuring deviation from expected non-interaction effect. (1) Drug 1: CC1=CC=C(C=C1)C2=CC(=NN2C3=CC=C(C=C3)S(=O)(=O)N)C(F)(F)F. Drug 2: C(CC(=O)O)C(=O)CN.Cl. Cell line: HOP-62. Synergy scores: CSS=4.61, Synergy_ZIP=10.3, Synergy_Bliss=20.2, Synergy_Loewe=3.37, Synergy_HSA=2.17. (2) Drug 1: C1CN1P(=S)(N2CC2)N3CC3. Drug 2: CCC(=C(C1=CC=CC=C1)C2=CC=C(C=C2)OCCN(C)C)C3=CC=CC=C3.C(C(=O)O)C(CC(=O)O)(C(=O)O)O. Cell line: MCF7. Synergy scores: CSS=18.5, Synergy_ZIP=-8.00, Synergy_Bliss=-2.80, Synergy_Loewe=-1.13, Synergy_HSA=0.335. (3) Drug 1: C1=CC(=CC=C1CCCC(=O)O)N(CCCl)CCCl. Drug 2: CC1=C(C=C(C=C1)C(=O)NC2=CC(=CC(=C2)C(F)(F)F)N3C=C(N=C3)C)NC4=NC=CC(=N4)C5=CN=CC=C5. Cell line: M14. Synergy scores: CSS=-0.207, Synergy_ZIP=-6.08, Synergy_Bliss=0.915, Synergy_Loewe=-1.03, Synergy_HSA=-0.822. (4) Drug 1: CC1=C(N=C(N=C1N)C(CC(=O)N)NCC(C(=O)N)N)C(=O)NC(C(C2=CN=CN2)OC3C(C(C(C(O3)CO)O)O)OC4C(C(C(C(O4)CO)O)OC(=O)N)O)C(=O)NC(C)C(C(C)C(=O)NC(C(C)O)C(=O)NCCC5=NC(=CS5)C6=NC(=CS6)C(=O)NCCC[S+](C)C)O. Drug 2: C(CC(=O)O)C(=O)CN.Cl. Cell line: HS 578T. Synergy scores: CSS=37.4, Synergy_ZIP=-6.34, Synergy_Bliss=-1.91, Synergy_Loewe=-38.5, Synergy_HSA=0.592.